This data is from NCI-60 drug combinations with 297,098 pairs across 59 cell lines. The task is: Regression. Given two drug SMILES strings and cell line genomic features, predict the synergy score measuring deviation from expected non-interaction effect. (1) Drug 1: C1=CC(=CC=C1CCC2=CNC3=C2C(=O)NC(=N3)N)C(=O)NC(CCC(=O)O)C(=O)O. Drug 2: CCC1(C2=C(COC1=O)C(=O)N3CC4=CC5=C(C=CC(=C5CN(C)C)O)N=C4C3=C2)O.Cl. Cell line: HCC-2998. Synergy scores: CSS=32.5, Synergy_ZIP=-4.21, Synergy_Bliss=-4.04, Synergy_Loewe=-1.37, Synergy_HSA=0.486. (2) Drug 1: CC12CCC3C(C1CCC2=O)CC(=C)C4=CC(=O)C=CC34C. Drug 2: N.N.Cl[Pt+2]Cl. Cell line: HCC-2998. Synergy scores: CSS=23.8, Synergy_ZIP=1.14, Synergy_Bliss=-3.74, Synergy_Loewe=-3.20, Synergy_HSA=-4.28. (3) Drug 1: CN1CCC(CC1)COC2=C(C=C3C(=C2)N=CN=C3NC4=C(C=C(C=C4)Br)F)OC. Drug 2: CC12CCC3C(C1CCC2=O)CC(=C)C4=CC(=O)C=CC34C. Cell line: NCI/ADR-RES. Synergy scores: CSS=20.0, Synergy_ZIP=0.175, Synergy_Bliss=1.84, Synergy_Loewe=-4.84, Synergy_HSA=2.01. (4) Drug 1: CC1=C(C(=CC=C1)Cl)NC(=O)C2=CN=C(S2)NC3=CC(=NC(=N3)C)N4CCN(CC4)CCO. Drug 2: CCCCC(=O)OCC(=O)C1(CC(C2=C(C1)C(=C3C(=C2O)C(=O)C4=C(C3=O)C=CC=C4OC)O)OC5CC(C(C(O5)C)O)NC(=O)C(F)(F)F)O. Cell line: BT-549. Synergy scores: CSS=38.7, Synergy_ZIP=2.41, Synergy_Bliss=1.11, Synergy_Loewe=-1.27, Synergy_HSA=-0.539.